This data is from Full USPTO retrosynthesis dataset with 1.9M reactions from patents (1976-2016). The task is: Predict the reactants needed to synthesize the given product. (1) Given the product [CH:27]1([C:26]2[N:21]3[CH:22]=[CH:23][CH:24]=[CH:25][C:20]3=[N:19][C:18]=2[NH:8][S:9]([C:12]2[CH:17]=[CH:16][CH:15]=[CH:14][CH:13]=2)(=[O:10])=[O:11])[CH2:29][CH2:28]1, predict the reactants needed to synthesize it. The reactants are: C(OC([N:8]([C:18]1[N:19]=[C:20]2[CH:25]=[CH:24][CH:23]=[CH:22][N:21]2[C:26]=1[CH:27]1[CH2:29][CH2:28]1)[S:9]([C:12]1[CH:17]=[CH:16][CH:15]=[CH:14][CH:13]=1)(=[O:11])=[O:10])=O)(C)(C)C.FC(F)(F)C(O)=O. (2) Given the product [Cl:1][C:2]1[C:7]([N+:11]([O-:13])=[O:12])=[C:6]([O:8][CH3:9])[CH:5]=[C:4]([Cl:10])[N:3]=1, predict the reactants needed to synthesize it. The reactants are: [Cl:1][C:2]1[CH:7]=[C:6]([O:8][CH3:9])[CH:5]=[C:4]([Cl:10])[N:3]=1.[N+:11]([O-])([OH:13])=[O:12]. (3) Given the product [CH:3]1([NH:9][C:11]2[CH:16]=[CH:15][C:14]([N+:17]([O-:19])=[O:18])=[CH:13][N:12]=2)[CH2:8][CH2:7][CH2:6][CH2:5][CH2:4]1, predict the reactants needed to synthesize it. The reactants are: [H-].[Na+].[CH:3]1([NH2:9])[CH2:8][CH2:7][CH2:6][CH2:5][CH2:4]1.Cl[C:11]1[CH:16]=[CH:15][C:14]([N+:17]([O-:19])=[O:18])=[CH:13][N:12]=1. (4) Given the product [CH2:37]([O:36][CH2:35][CH2:34][S:31]([C:28]1[CH:29]=[CH:30][C:25]([C:20]([C:11]2[NH:10][C:14]3=[N:15][CH:16]=[C:17]([F:19])[CH:18]=[C:13]3[CH:12]=2)=[CH:21][CH:22]([CH3:23])[CH3:24])=[CH:26][CH:27]=1)(=[O:33])=[O:32])[CH3:40], predict the reactants needed to synthesize it. The reactants are: C1(S([N:10]2[C:14]3=[N:15][CH:16]=[C:17]([F:19])[CH:18]=[C:13]3[CH:12]=[C:11]2[C:20]([C:25]2[CH:30]=[CH:29][C:28]([S:31]([CH2:34][CH2:35][O:36][CH3:37])(=[O:33])=[O:32])=[CH:27][CH:26]=2)=[CH:21][CH:22]([CH3:24])[CH3:23])(=O)=O)C=CC=CC=1.[OH-].[Na+].[CH2:40](O)C. (5) The reactants are: I[CH:2]([CH3:4])[CH3:3].[C:5]([O:9][C:10]([C:12]1[CH:28]=[C:27]([OH:29])[C:15]2[CH2:16][CH:17]([CH2:19][O:20][C:21]3[CH:26]=[CH:25][CH:24]=[CH:23][CH:22]=3)[O:18][C:14]=2[CH:13]=1)=[O:11])([CH3:8])([CH3:7])[CH3:6].C([O-])([O-])=O.[K+].[K+]. Given the product [C:5]([O:9][C:10]([C:12]1[CH:28]=[C:27]([O:29][CH:2]([CH3:4])[CH3:3])[C:15]2[CH2:16][CH:17]([CH2:19][O:20][C:21]3[CH:26]=[CH:25][CH:24]=[CH:23][CH:22]=3)[O:18][C:14]=2[CH:13]=1)=[O:11])([CH3:8])([CH3:6])[CH3:7], predict the reactants needed to synthesize it. (6) Given the product [N:12]1[CH:13]=[CH:14][CH:15]=[C:16]([CH2:26][N:28]2[CH:8]3[CH2:9][CH2:10][C:5]2([C:22]#[N:23])[CH2:6][CH2:7]3)[CH:17]=1, predict the reactants needed to synthesize it. The reactants are: CS([CH:5]1[CH2:10][CH2:9][C:8](=O)[CH2:7][CH2:6]1)(=O)=O.[N:12]1[CH:17]=[CH:16][CH:15]=[CH:14][C:13]=1CN.CC(C)(O)[C:22]#[N:23].[CH2:26]([N:28](CC)CC)C.